This data is from Catalyst prediction with 721,799 reactions and 888 catalyst types from USPTO. The task is: Predict which catalyst facilitates the given reaction. Reactant: [CH3:1][C:2]1[NH:3][C:4]([CH3:11])=[CH:5][C:6]=1[C:7]([O:9][CH3:10])=[O:8].[H-].[Na+].Cl[CH2:15][C:16]1[CH:28]=[CH:27][C:19]([CH2:20][N:21]2[CH:25]=[C:24]([CH3:26])[CH:23]=[N:22]2)=[CH:18][CH:17]=1. Product: [CH3:10][O:9][C:7]([C:6]1[CH:5]=[C:4]([CH3:11])[N:3]([CH2:15][C:16]2[CH:17]=[CH:18][C:19]([CH2:20][N:21]3[CH:25]=[C:24]([CH3:26])[CH:23]=[N:22]3)=[CH:27][CH:28]=2)[C:2]=1[CH3:1])=[O:8]. The catalyst class is: 3.